From a dataset of Reaction yield outcomes from USPTO patents with 853,638 reactions. Predict the reaction yield, written as a fraction of the theoretical maximum amount of product (1.0 means a 100% yield; for example, 0.34 means a 34% yield). (1) The reactants are [Br:1][C:2]1[CH:3]=[C:4]([C:9]([O:11][CH3:12])=[O:10])[C:5](=[O:8])[NH:6][CH:7]=1.Br[CH2:14][C:15]1[CH:20]=[CH:19][C:18]([Cl:21])=[CH:17][CH:16]=1. The yield is 0.900. The product is [Cl:21][C:18]1[CH:19]=[CH:20][C:15]([CH2:14][N:6]2[CH:7]=[C:2]([Br:1])[CH:3]=[C:4]([C:9]([O:11][CH3:12])=[O:10])[C:5]2=[O:8])=[CH:16][CH:17]=1. The catalyst is C1COCC1.CN(C=O)C. (2) The reactants are C[CH:2]([C:4]1[CH:9]=[CH:8][C:7]([NH:10][C:11]2[CH:12]=[C:13]([C:17]([O:19][CH3:20])=[S:18])[S:14][C:15]=2[CH3:16])=[CH:6][CH:5]=1)C.N[C:22]1C=C(C(OC)=S)S[C:26]=1C.C(C1C=CC(B(O)O)=CC=1)(C)C. No catalyst specified. The product is [CH3:2][C:4]1[CH:5]=[CH:6][C:7]([NH:10][C:11]2[CH:12]=[C:13]([C:17]([O:19][CH3:20])=[S:18])[S:14][C:15]=2[CH3:16])=[C:8]([CH2:22][CH3:26])[CH:9]=1. The yield is 0.125. (3) The reactants are NC(N)=O.[CH:5]1([NH:10][S:11]([C:14]2[C:19]([Cl:20])=[CH:18][CH:17]=[C:16]([NH2:21])[C:15]=2[OH:22])(=[O:13])=[O:12])[CH2:9][CH2:8][CH2:7][CH2:6]1.[Br:23][C:24]1[CH:29]=[CH:28][CH:27]=[CH:26][C:25]=1[N:30]=[C:31]=[O:32]. No catalyst specified. The product is [Br:23][C:24]1[CH:29]=[CH:28][CH:27]=[CH:26][C:25]=1[NH:30][C:31]([NH:21][C:16]1[CH:17]=[CH:18][C:19]([Cl:20])=[C:14]([S:11]([NH:10][CH:5]2[CH2:6][CH2:7][CH2:8][CH2:9]2)(=[O:13])=[O:12])[C:15]=1[OH:22])=[O:32]. The yield is 0.390. (4) The catalyst is C1COCC1. The reactants are [CH2:1]([O:3][C:4]1[CH:13]=[CH:12][C:7]([C:8]([O:10][CH3:11])=[O:9])=[CH:6][C:5]=1[CH:14]=[O:15])[CH3:2].[Li+].[BH4-]. The product is [CH2:1]([O:3][C:4]1[CH:13]=[CH:12][C:7]([C:8]([O:10][CH3:11])=[O:9])=[CH:6][C:5]=1[CH2:14][OH:15])[CH3:2]. The yield is 0.460. (5) The reactants are [CH3:1][O:2][C:3]1[CH:8]=[C:7]([CH3:9])[NH:6][C:5](=[O:10])[C:4]=1[CH2:11][NH:12][C:13]([C:15]1[C:23]2[C:18](=[N:19][CH:20]=[CH:21][CH:22]=2)[N:17]([CH:24]([C:26]2[CH:27]=[C:28]([CH:32]=[CH:33][CH:34]=2)[C:29]([OH:31])=[O:30])[CH3:25])[C:16]=1[CH3:35])=[O:14].[CH3:36]O. The catalyst is S(=O)(=O)(O)O. The product is [CH3:1][O:2][C:3]1[CH:8]=[C:7]([CH3:9])[NH:6][C:5](=[O:10])[C:4]=1[CH2:11][NH:12][C:13]([C:15]1[C:23]2[C:18](=[N:19][CH:20]=[CH:21][CH:22]=2)[N:17]([CH:24]([C:26]2[CH:27]=[C:28]([CH:32]=[CH:33][CH:34]=2)[C:29]([O:31][CH3:36])=[O:30])[CH3:25])[C:16]=1[CH3:35])=[O:14]. The yield is 0.970. (6) The reactants are [C:1]([C:5]1[CH:9]=[C:8]([NH2:10])[NH:7][N:6]=1)([CH3:4])([CH3:3])[CH3:2].I[C:12]1[CH:13]=[C:14]([O:18][CH2:19][CH2:20][OH:21])[N:15]=[N:16][CH:17]=1.CN[C@@H]1CCCC[C@H]1NC.C([O-])([O-])=O.[K+].[K+]. The catalyst is [Cu]I. The product is [NH2:10][C:8]1[N:7]([C:12]2[CH:13]=[C:14]([O:18][CH2:19][CH2:20][OH:21])[N:15]=[N:16][CH:17]=2)[N:6]=[C:5]([C:1]([CH3:4])([CH3:3])[CH3:2])[CH:9]=1. The yield is 0.480. (7) The reactants are [NH2:1][C:2]1[N:6]([C:7]([CH3:10])([CH3:9])[CH3:8])[CH:5]=[C:4]([C:11]#[N:12])[CH:3]=1.[N+:13]([CH:16]([CH:19]=O)[CH:17]=O)([O-:15])=[O:14].[Na].Cl. The catalyst is C(O)CC. The product is [C:7]([N:6]1[C:2]2=[N:1][CH:17]=[C:16]([N+:13]([O-:15])=[O:14])[CH:19]=[C:3]2[C:4]([C:11]#[N:12])=[CH:5]1)([CH3:8])([CH3:9])[CH3:10]. The yield is 0.815. (8) The reactants are [CH3:1][O:2][C:3]([C@@H:5]1[C@@H:9]([O:10][CH3:11])[CH2:8][N:7](CC2C=CC=CC=2)[CH2:6]1)=[O:4].[H][H].[C:32]([O:31][C:29](O[C:29]([O:31][C:32]([CH3:35])([CH3:34])[CH3:33])=[O:30])=[O:30])([CH3:35])([CH3:34])[CH3:33]. The catalyst is C(O)C.[OH-].[OH-].[Pd+2]. The product is [CH3:1][O:2][C:3]([C@@H:5]1[C@@H:9]([O:10][CH3:11])[CH2:8][N:7]([C:29]([O:31][C:32]([CH3:33])([CH3:34])[CH3:35])=[O:30])[CH2:6]1)=[O:4]. The yield is 0.980.